From a dataset of Peptide-MHC class II binding affinity with 134,281 pairs from IEDB. Regression. Given a peptide amino acid sequence and an MHC pseudo amino acid sequence, predict their binding affinity value. This is MHC class II binding data. (1) The peptide sequence is RGLLRRARGGPHHRR. The MHC is DRB1_1201 with pseudo-sequence DRB1_1201. The binding affinity (normalized) is 0.0376. (2) The peptide sequence is EEWEPLTKKGNVWEV. The MHC is HLA-DQA10501-DQB10301 with pseudo-sequence HLA-DQA10501-DQB10301. The binding affinity (normalized) is 0.219.